From a dataset of Reaction yield outcomes from USPTO patents with 853,638 reactions. Predict the reaction yield, written as a fraction of the theoretical maximum amount of product (1.0 means a 100% yield; for example, 0.34 means a 34% yield). (1) The reactants are [CH3:1][C:2]1[CH:7]=[CH:6][N:5]=[CH:4][C:3]=1[N:8]1[CH:17]=[CH:16][C:15]2[C:10](=[CH:11][C:12]([N+:18]([O-])=O)=[CH:13][CH:14]=2)[C:9]1=[O:21]. The catalyst is CO.C(Cl)(Cl)Cl.[Pd]. The product is [NH2:18][C:12]1[CH:11]=[C:10]2[C:15]([CH:16]=[CH:17][N:8]([C:3]3[CH:4]=[N:5][CH:6]=[CH:7][C:2]=3[CH3:1])[C:9]2=[O:21])=[CH:14][CH:13]=1. The yield is 0.799. (2) The catalyst is C(#N)C. The yield is 0.440. The reactants are CS(O[CH2:6][CH2:7][C:8]1[CH:9]=[N:10][N:11]([C:22]2[CH:27]=[C:26]([C:28]#[N:29])[CH:25]=[CH:24][N:23]=2)[C:12]=1[O:13][CH2:14][C:15]1[CH:20]=[CH:19][C:18]([F:21])=[CH:17][CH:16]=1)(=O)=O.Cl.[CH3:31][NH:32][CH3:33].C([O-])([O-])=O.[K+].[K+]. The product is [CH3:31][N:32]([CH3:33])[CH2:6][CH2:7][C:8]1[CH:9]=[N:10][N:11]([C:22]2[CH:27]=[C:26]([C:28]#[N:29])[CH:25]=[CH:24][N:23]=2)[C:12]=1[O:13][CH2:14][C:15]1[CH:20]=[CH:19][C:18]([F:21])=[CH:17][CH:16]=1. (3) The product is [NH2:17][C:16]1[CH:15]=[CH:14][CH:13]=[C:5]([O:6][CH2:7][C@@H:8]2[CH2:12][CH2:11][CH2:10][N:9]2[C:27](=[O:29])[CH3:28])[C:4]=1[C:2]#[N:3]. The yield is 0.510. The reactants are [Cl-].[C:2]([C:4]1[C:16]([N+:17]([O-])=O)=[CH:15][CH:14]=[CH:13][C:5]=1[O:6][CH2:7][C@@H:8]1[CH2:12][CH2:11][CH2:10][NH2+:9]1)#[N:3].CCN(CC)CC.[C:27](Cl)(=[O:29])[CH3:28]. The catalyst is C1COCC1.